Dataset: Reaction yield outcomes from USPTO patents with 853,638 reactions. Task: Predict the reaction yield, written as a fraction of the theoretical maximum amount of product (1.0 means a 100% yield; for example, 0.34 means a 34% yield). (1) The reactants are [CH2:1]([O:3][C:4]([C:6]1[CH:10]=[C:9]([CH:11]=O)[NH:8][N:7]=1)=[O:5])[CH3:2].[CH2:13]([NH2:20])[C:14]1[CH:19]=[CH:18][CH:17]=[CH:16][CH:15]=1.C(O[BH-](OC(=O)C)OC(=O)C)(=O)C.[Na+]. The catalyst is ClCCCl. The product is [CH2:1]([O:3][C:4]([C:6]1[CH:10]=[C:9]([CH2:11][NH:20][CH2:13][C:14]2[CH:19]=[CH:18][CH:17]=[CH:16][CH:15]=2)[NH:8][N:7]=1)=[O:5])[CH3:2]. The yield is 0.870. (2) The catalyst is CO. The yield is 0.900. The product is [CH3:19][C:17]1[CH:16]=[C:15]2[C:4](=[C:13]([CH3:12])[CH:18]=1)[CH:5]=[N:8][C:20]([NH2:21])=[CH:14]2. The reactants are C(O[CH:4](OCC)[C:5](=[NH:8])OC)C.[CH3:12][C:13]1[CH:18]=[C:17]([CH3:19])[CH:16]=[CH:15][C:14]=1[CH2:20][NH2:21]. (3) The reactants are Cl.[CH3:2][O:3][C:4]1[CH:5]=[C:6]2[C:10](=[CH:11][CH:12]=1)[NH:9][N:8]=[C:7]2[C:13]([NH:15][CH2:16][CH:17]1[CH2:22][CH2:21][NH:20][CH2:19][CH2:18]1)=[O:14].C(=O)([O-])[O-].[K+].[K+].Cl[CH2:30][CH2:31][N:32]1[CH2:37][C@H:36]([CH3:38])[O:35][C@H:34]([CH3:39])[CH2:33]1.CC#N. The catalyst is CC(C)=O. The product is [CH3:39][C@H:34]1[O:35][C@@H:36]([CH3:38])[CH2:37][N:32]([CH2:31][CH2:30][N:20]2[CH2:21][CH2:22][CH:17]([CH2:16][NH:15][C:13]([C:7]3[C:6]4[C:10](=[CH:11][CH:12]=[C:4]([O:3][CH3:2])[CH:5]=4)[NH:9][N:8]=3)=[O:14])[CH2:18][CH2:19]2)[CH2:33]1. The yield is 0.483. (4) The reactants are Br[C:2]1[CH:10]=[CH:9][CH:8]=[C:7]2[C:3]=1[CH:4]=[N:5][N:6]2[CH:11]1[CH2:16][CH2:15][CH2:14][CH2:13][O:12]1.[B:17]1([B:17]2[O:21][C:20]([CH3:23])([CH3:22])[C:19]([CH3:25])([CH3:24])[O:18]2)[O:21][C:20]([CH3:23])([CH3:22])[C:19]([CH3:25])([CH3:24])[O:18]1.P([O-])([O-])([O-])=O.[K+].[K+].[K+].C1(P(C2C=CC=CC=2)C2C=CC=CC=2)C=CC=CC=1. The catalyst is COCCOC.C([O-])(=O)C.[Pd+2].C([O-])(=O)C. The product is [O:12]1[CH2:13][CH2:14][CH2:15][CH2:16][CH:11]1[N:6]1[C:7]2[C:3](=[C:2]([B:17]3[O:21][C:20]([CH3:23])([CH3:22])[C:19]([CH3:25])([CH3:24])[O:18]3)[CH:10]=[CH:9][CH:8]=2)[CH:4]=[N:5]1. The yield is 0.740.